From a dataset of Catalyst prediction with 721,799 reactions and 888 catalyst types from USPTO. Predict which catalyst facilitates the given reaction. (1) Reactant: [F:1][C:2]1[C:9]([O:10][CH3:11])=[C:8]([CH:12]2[CH2:14][O:13]2)[CH:7]=[CH:6][C:3]=1[C:4]#[N:5].C([O-])=O.[NH4+]. Product: [F:1][C:2]1[C:9]([O:10][CH3:11])=[C:8]([CH2:12][CH2:14][OH:13])[CH:7]=[CH:6][C:3]=1[C:4]#[N:5]. The catalyst class is: 29. (2) Reactant: [C:1]1([C:7]2[C:16]3[CH:15]=[C:14]([C:17]([O:19][CH3:20])=[O:18])[CH:13]=[CH:12][C:11]=3[CH2:10][CH2:9][CH:8]=2)[CH:6]=[CH:5][CH:4]=[CH:3][CH:2]=1.[H][H]. Product: [C:1]1([CH:7]2[C:16]3[CH:15]=[C:14]([C:17]([O:19][CH3:20])=[O:18])[CH:13]=[CH:12][C:11]=3[CH2:10][CH2:9][CH2:8]2)[CH:2]=[CH:3][CH:4]=[CH:5][CH:6]=1. The catalyst class is: 129. (3) Reactant: [Cl:1][C:2]1[N:3]=[C:4](Cl)[C:5]2[O:10][CH:9]=[CH:8][C:6]=2[N:7]=1.[NH2:12][CH2:13][CH:14]1[CH2:17][N:16]([C:18]([O:20][C:21]([CH3:24])([CH3:23])[CH3:22])=[O:19])[CH2:15]1.C(N(CC)C(C)C)(C)C. Product: [Cl:1][C:2]1[N:3]=[C:4]([NH:12][CH2:13][CH:14]2[CH2:17][N:16]([C:18]([O:20][C:21]([CH3:24])([CH3:23])[CH3:22])=[O:19])[CH2:15]2)[C:5]2[O:10][CH:9]=[CH:8][C:6]=2[N:7]=1. The catalyst class is: 7. (4) Reactant: [OH:1][C:2]1[C:10]2[O:9][CH2:8][O:7][C:6]=2[CH:5]=[CH:4][C:3]=1[C:11](=[O:13])[CH3:12].CI.[C:16](=O)([O-])[O-].[K+].[K+]. Product: [CH3:16][O:1][C:2]1[C:10]2[O:9][CH2:8][O:7][C:6]=2[CH:5]=[CH:4][C:3]=1[C:11](=[O:13])[CH3:12]. The catalyst class is: 21. (5) Reactant: N1C2C(=CC=CC=2)C=C1.[F:10][C:11]([F:37])([F:36])[C:12]1[CH:17]=[CH:16][C:15]([N:18]2[CH2:23][CH2:22][N:21]([S:24]([C:27]3[CH:28]=[C:29]4[C:33](=[CH:34][CH:35]=3)[NH:32][CH2:31][CH2:30]4)(=[O:26])=[O:25])[CH2:20][CH2:19]2)=[CH:14][CH:13]=1.C(C1C(=O)C(Cl)=C(Cl)C(=O)C=1C#N)#N. Product: [F:36][C:11]([F:10])([F:37])[C:12]1[CH:17]=[CH:16][C:15]([N:18]2[CH2:19][CH2:20][N:21]([S:24]([C:27]3[CH:28]=[C:29]4[C:33](=[CH:34][CH:35]=3)[NH:32][CH:31]=[CH:30]4)(=[O:26])=[O:25])[CH2:22][CH2:23]2)=[CH:14][CH:13]=1. The catalyst class is: 4.